From a dataset of Catalyst prediction with 721,799 reactions and 888 catalyst types from USPTO. Predict which catalyst facilitates the given reaction. (1) Reactant: [CH3:1][O:2][C:3](=[O:14])[CH:4]=[N:5][NH:6][C:7]1[CH:12]=[CH:11][C:10]([Cl:13])=[CH:9][CH:8]=1.[Br:15]N1C(=O)CCC1=O. Product: [CH3:1][O:2][C:3](=[O:14])[C:4]([Br:15])=[N:5][NH:6][C:7]1[CH:12]=[CH:11][C:10]([Cl:13])=[CH:9][CH:8]=1. The catalyst class is: 1. (2) Reactant: Cl.[NH:2]1[CH2:5][CH:4]([C:6]2[C:11]([N:12]3[CH2:16][CH2:15][CH:14]([CH3:17])[CH2:13]3)=[N:10][CH:9]=[CH:8][N:7]=2)[CH2:3]1.Cl[C:19]1[CH:28]=[CH:27][C:26]2[C:21](=[CH:22][CH:23]=[CH:24][CH:25]=2)[N:20]=1.C([O-])([O-])=O.[Cs+].[Cs+]. Product: [CH3:17][CH:14]1[CH2:15][CH2:16][N:12]([C:11]2[C:6]([CH:4]3[CH2:5][N:2]([C:19]4[CH:28]=[CH:27][C:26]5[C:21](=[CH:22][CH:23]=[CH:24][CH:25]=5)[N:20]=4)[CH2:3]3)=[N:7][CH:8]=[CH:9][N:10]=2)[CH2:13]1. The catalyst class is: 18. (3) Reactant: [CH3:1][O:2][C:3]1[CH:8]=[CH:7][CH:6]=[CH:5][C:4]=1[C:9]1[C:17]2[C:12](=[N:13][CH:14]=[C:15]([C:18]3[CH:19]=[C:20]([C:24]4([CH3:31])[NH:28][C:27](=[O:29])[NH:26][C:25]4=[O:30])[CH:21]=[CH:22][CH:23]=3)[CH:16]=2)[N:11](S(C2C=CC(C)=CC=2)(=O)=O)[CH:10]=1.[OH-].[K+]. Product: [CH3:1][O:2][C:3]1[CH:8]=[CH:7][CH:6]=[CH:5][C:4]=1[C:9]1[C:17]2[C:12](=[N:13][CH:14]=[C:15]([C:18]3[CH:19]=[C:20]([C:24]4([CH3:31])[NH:28][C:27](=[O:29])[NH:26][C:25]4=[O:30])[CH:21]=[CH:22][CH:23]=3)[CH:16]=2)[NH:11][CH:10]=1. The catalyst class is: 5.